The task is: Regression. Given a peptide amino acid sequence and an MHC pseudo amino acid sequence, predict their binding affinity value. This is MHC class II binding data.. This data is from Peptide-MHC class II binding affinity with 134,281 pairs from IEDB. The binding affinity (normalized) is 0.143. The MHC is HLA-DQA10501-DQB10201 with pseudo-sequence HLA-DQA10501-DQB10201. The peptide sequence is IYECKGVTVKDVTIT.